Task: Predict the product of the given reaction.. Dataset: Forward reaction prediction with 1.9M reactions from USPTO patents (1976-2016) (1) Given the reactants [CH3:1][N:2]1[C:6]([O:7][C:8]2[CH:13]=[CH:12][CH:11]=[C:10]([C:14]#[N:15])[N:9]=2)=[CH:5][C:4]([C:16]([F:19])([F:18])[F:17])=[N:3]1.[H][H], predict the reaction product. The product is: [CH3:1][N:2]1[C:6]([O:7][C:8]2[CH:13]=[CH:12][CH:11]=[C:10]([CH2:14][NH2:15])[N:9]=2)=[CH:5][C:4]([C:16]([F:19])([F:17])[F:18])=[N:3]1. (2) Given the reactants [NH2:1][C:2]1[CH:16]=[CH:15][C:5]([CH2:6][P:7](=[O:14])([O:11][CH2:12][CH3:13])[O:8][CH2:9][CH3:10])=[CH:4][CH:3]=1.[Cl:17][C:18]1[CH:23]=[CH:22][C:21]([C:24]2[C:28]([CH2:29][CH2:30][C:31](O)=[O:32])=[CH:27][O:26][N:25]=2)=[CH:20][CH:19]=1.O.ON1C2C=CC=CC=2N=N1.Cl.C(N=C=NCCCN(C)C)C, predict the reaction product. The product is: [CH2:12]([O:11][P:7]([CH2:6][C:5]1[CH:4]=[CH:3][C:2]([NH:1][C:31](=[O:32])[CH2:30][CH2:29][C:28]2[C:24]([C:21]3[CH:22]=[CH:23][C:18]([Cl:17])=[CH:19][CH:20]=3)=[N:25][O:26][CH:27]=2)=[CH:16][CH:15]=1)([O:8][CH2:9][CH3:10])=[O:14])[CH3:13]. (3) The product is: [CH2:14]([O:1][C@H:2]1[CH2:6][CH2:5][N:4]([C:7]([O:9][C:10]([CH3:13])([CH3:12])[CH3:11])=[O:8])[CH2:3]1)[CH:15]([CH3:17])[CH3:16]. Given the reactants [OH:1][C@H:2]1[CH2:6][CH2:5][N:4]([C:7]([O:9][C:10]([CH3:13])([CH3:12])[CH3:11])=[O:8])[CH2:3]1.[CH2:14](Br)[CH:15]([CH3:17])[CH3:16].[OH-].[Na+], predict the reaction product. (4) Given the reactants [Co:1].S([O-])([O-])(=O)=O.[Co+2].S(=O)(=O)([O-])[NH2:9].[Co+2].S(=O)(=O)([O-])N.[C:19]([O-:31])(=[O:30])[CH2:20][C:21]([CH2:26][C:27]([O-:29])=[O:28])([C:23]([O-:25])=[O:24])[OH:22].[Na+].[Na+].[Na+].[OH-].N, predict the reaction product. The product is: [C:19]([O-:31])(=[O:30])[CH2:20][C:21]([CH2:26][C:27]([O-:29])=[O:28])([C:23]([O-:25])=[O:24])[OH:22].[Co+3:1].[NH3:9].